Predict which catalyst facilitates the given reaction. From a dataset of Catalyst prediction with 721,799 reactions and 888 catalyst types from USPTO. (1) Reactant: [CH2:1]([O:8][C:9]1[CH:14]=[CH:13][C:12]([C:15]#[N:16])=[CH:11][C:10]=1[CH:17]([CH2:22][C:23]1[CH:28]=[CH:27][CH:26]=[CH:25][CH:24]=1)[C:18]([O:20]C)=[O:19])[C:2]1[CH:7]=[CH:6][CH:5]=[CH:4][CH:3]=1.[OH-].[Na+]. Product: [CH2:1]([O:8][C:9]1[CH:14]=[CH:13][C:12]([C:15]#[N:16])=[CH:11][C:10]=1[CH:17]([CH2:22][C:23]1[CH:28]=[CH:27][CH:26]=[CH:25][CH:24]=1)[C:18]([OH:20])=[O:19])[C:2]1[CH:3]=[CH:4][CH:5]=[CH:6][CH:7]=1. The catalyst class is: 5. (2) Reactant: [OH:1][C:2]1[C:7]2[CH:8]=[C:9]([C:11](=[O:13])[CH3:12])[O:10][C:6]=2[CH:5]=[C:4]([OH:14])[CH:3]=1.N1C(C)=CC=CC=1C.C(=O)=O.[F:26][C:27]([F:40])([F:39])[S:28](O[S:28]([C:27]([F:40])([F:39])[F:26])(=[O:30])=[O:29])(=[O:30])=[O:29]. Product: [F:26][C:27]([F:40])([F:39])[S:28]([O:1][C:2]1[C:7]2[CH:8]=[C:9]([C:11](=[O:13])[CH3:12])[O:10][C:6]=2[CH:5]=[C:4]([O:14][S:28]([C:27]([F:26])([F:39])[F:40])(=[O:29])=[O:30])[CH:3]=1)(=[O:30])=[O:29]. The catalyst class is: 545. (3) Reactant: [N:1]1([C:5](=O)[C@@H:6]([NH:10][C:11](=O)OC(C)(C)C)[CH:7]([CH3:9])[CH3:8])[CH2:4][CH2:3][CH2:2]1.[H-].[H-].[H-].[H-].[Li+].[Al+3].O.[OH-].[Na+]. Product: [N:1]1([CH2:5][C@@H:6]([NH:10][CH3:11])[CH:7]([CH3:9])[CH3:8])[CH2:4][CH2:3][CH2:2]1. The catalyst class is: 1.